Dataset: Drug-target binding data from BindingDB using IC50 measurements. Task: Regression. Given a target protein amino acid sequence and a drug SMILES string, predict the binding affinity score between them. We predict pIC50 (pIC50 = -log10(IC50 in M); higher means more potent). Dataset: bindingdb_ic50. (1) The compound is COc1ccc(-c2nnc(Nc3nc4c(F)cccc4s3)o2)cc1. The target protein (Q15256) has sequence MRRAVCFPALCLLLNLHAAGCFSGNNDHFLAINQKKSGKPVFIYKHSQDIEKSLDIAPQKIYRHSYHSSSEAQVSKRHQIVNSAFPRPAYDPSLNLLAMDGQDLEVENLPIPAANVIVVTLQMDVNKLNITLLRIFRQGVAAALGLLPQQVHINRLIGKKNSIELFVSPINRKTGISDALPSEEVLRSLNINVLHQSLSQFGITEVSPEKNVLQGQHEADKIWSKEGFYAVVIFLSIFVIIVTCLMILYRLKERFQLSLRQDKEKNQEIHLSPITLQPALSEAKTVHSMVQPEQAPKVLNVVVDPQGRGAPEIKATTATSVCPSPFKMKPIGLQERRGSNVSLTLDMSSLGNIEPFVSIPTPREKVAMEYLQSASRILTRSQLRDVVASSHLLQSEFMEIPMNFVDPKEIDIPRHGTKNRYKTILPNPLSRVCLRPKNVTDSLSTYINANYIRGYSGKEKAFIATQGPMINTVDDFWQMVWQEDSPVIVMITKLKEKNEK.... The pIC50 is 4.9. (2) The small molecule is NCCc1c[nH]c2ccc(OCC(=O)NCC(=O)N[C@@H](Cc3ccc(O)cc3)C(N)=O)cc12. The target protein (Q60484) has sequence MSPPNQSEEGLPQEASNRSLNATETPGDWDPGLLQALKVSLVVVLSIITLATVLSNAFVLTTILLTRKLHTPANYLIGSLATTDLLVSILVMPISIAYTTTRTWNFGQILCDIWVSSDITCCTASILHLCVIALDRYWAITDALEYSKRRTAGHAGAMIAAVWVISICISIPPLFWRQAQAQEEMSDCLVNTSQISYTIYSTCGAFYIPSVLLIILYSRIYRAARSRILNPPSLSGKRFTTAHLITGSAGSSLCSLNPSLHEGHMHPGSPLFFNHVRIKLADSVLERKRISAARERKATKTLGIILGAFIVCWLPFFVVSLVLPICRDSCWIHPALFDFFTWLGYLNSLINPIIYTVFNEDFRQAFQKVVHFRKAS. The pIC50 is 7.2. (3) The drug is CC[C@@](O)(COP(=O)(O)O)[C@@H](O)[C@H](O)[C@H](O)COP(=O)(O)O. The target protein (P07752) has sequence MSKRVEVLLTQLPAYNRLKTPYEAELIETAKKMTAPGKGLLAADESTGSCSKRFAGIGLSNTAEHRRQYRALMLECEGFEQYISGVILHDETVYQKAKTGETFPQYLRRRGVVPGIKTDCGLEPLVEGAKGEQMTAGLDGYIKRAKKYYAMGCRFCKWRNVYKIQNGTVSEAVVRFNAETLARYAILSQLCGLVPIVEPEVMIDGTHDIETCQRVSQHVWSEVVSALHRHGVVWEGCLLKPNMVVPGAESGLKGHAEQVAEYTVKTLARVIPPALPGVTFLSGGLSEVMASEYLNAMNNCPLPRPWKLTFSYARALQSSAIKRWGGKESGVEAGRRAFMHRAKMNSLAQLGKYNRADDDKDSQSLYVAGNTY. The pIC50 is 3.9.